From a dataset of Catalyst prediction with 721,799 reactions and 888 catalyst types from USPTO. Predict which catalyst facilitates the given reaction. Reactant: [CH2:1]([O:3][C:4]([C:6]1[N:7]=[C:8]([N:11]2[CH2:16][CH2:15][CH:14]([OH:17])[CH2:13][CH2:12]2)[S:9][CH:10]=1)=[O:5])[CH3:2].[CH3:18][S:19](Cl)(=[O:21])=[O:20].C(N(CC)CC)C.C(O)C. Product: [CH2:1]([O:3][C:4]([C:6]1[N:7]=[C:8]([N:11]2[CH2:12][CH2:13][CH:14]([O:17][S:19]([CH3:18])(=[O:21])=[O:20])[CH2:15][CH2:16]2)[S:9][CH:10]=1)=[O:5])[CH3:2]. The catalyst class is: 2.